From a dataset of Catalyst prediction with 721,799 reactions and 888 catalyst types from USPTO. Predict which catalyst facilitates the given reaction. (1) Reactant: [O:1]=[C:2]1[N:6]([C:7]2[CH:12]=[CH:11][CH:10]=[C:9]([C:13]([F:16])([F:15])[F:14])[CH:8]=2)[CH2:5][CH:4]([CH2:17]OS(C)(=O)=O)[CH2:3]1.[CH3:23][N:24](C=O)C.[C-]#N.[Na+]. Product: [O:1]=[C:2]1[N:6]([C:7]2[CH:12]=[CH:11][CH:10]=[C:9]([C:13]([F:16])([F:15])[F:14])[CH:8]=2)[CH2:5][CH:4]([CH2:17][C:23]#[N:24])[CH2:3]1. The catalyst class is: 6. (2) Reactant: [O:1]1[CH2:6][CH2:5][N:4]([C:7]2[CH:8]=[C:9]3[C:20]4([CH2:24][S:23][C:22]([N:25](COCC[Si](C)(C)C)COCC[Si](C)(C)C)=[N:21]4)[C:19]4[C:14](=[CH:15][CH:16]=[C:17]([C:42]5[CH:43]=[N:44][CH:45]=[CH:46][CH:47]=5)[CH:18]=4)[O:13][C:10]3=[N:11][CH:12]=2)[CH2:3][CH2:2]1.C(O)(C(F)(F)F)=O. Product: [O:1]1[CH2:2][CH2:3][N:4]([C:7]2[CH:8]=[C:9]3[C:20]4([CH2:24][S:23][C:22]([NH2:25])=[N:21]4)[C:19]4[C:14](=[CH:15][CH:16]=[C:17]([C:42]5[CH:43]=[N:44][CH:45]=[CH:46][CH:47]=5)[CH:18]=4)[O:13][C:10]3=[N:11][CH:12]=2)[CH2:5][CH2:6]1. The catalyst class is: 2. (3) Reactant: [C:1]([O:5][C:6]([N:8]1[CH:21]([C:22](O)=[O:23])[CH2:20][C:19]2[CH:18]=[C:17]3[C:12]([O:13][C@@H:14]([C:25]4[CH:30]=[CH:29][C:28]([O:31][CH2:32][C:33]5[CH:38]=[CH:37][C:36]([Cl:39])=[C:35]([Cl:40])[CH:34]=5)=[CH:27][CH:26]=4)[CH2:15][NH:16]3)=[CH:11][C:10]=2[CH2:9]1)=[O:7])([CH3:4])([CH3:3])[CH3:2].CN(C(ON1N=NC2C=CC=CC1=2)=[N+](C)C)C.F[P-](F)(F)(F)(F)F.CCN(C(C)C)C(C)C.[CH3:74][O:75][C:76](=[O:94])[C@@H:77]([NH2:93])[CH2:78][C:79]1[CH:84]=[CH:83][C:82]([C:85]2[CH:90]=[CH:89][C:88]([C:91]#[N:92])=[CH:87][CH:86]=2)=[CH:81][CH:80]=1. Product: [C:1]([O:5][C:6]([N:8]1[CH:21]([C:22](=[O:23])[NH:93][C@H:77]([C:76]([O:75][CH3:74])=[O:94])[CH2:78][C:79]2[CH:80]=[CH:81][C:82]([C:85]3[CH:90]=[CH:89][C:88]([C:91]#[N:92])=[CH:87][CH:86]=3)=[CH:83][CH:84]=2)[CH2:20][C:19]2[CH:18]=[C:17]3[C:12]([O:13][C@@H:14]([C:25]4[CH:30]=[CH:29][C:28]([O:31][CH2:32][C:33]5[CH:38]=[CH:37][C:36]([Cl:39])=[C:35]([Cl:40])[CH:34]=5)=[CH:27][CH:26]=4)[CH2:15][NH:16]3)=[CH:11][C:10]=2[CH2:9]1)=[O:7])([CH3:3])([CH3:4])[CH3:2]. The catalyst class is: 18. (4) The catalyst class is: 73. Product: [Cl:33][C:34]1[CH:39]=[CH:38][C:37]([C:58]2[C:59]([Cl:65])=[N:60][CH:61]=[C:62]([CH3:64])[CH:63]=2)=[CH:36][C:35]=1[C:43]([NH:45][CH2:46][C:47]12[CH2:56][CH:51]3[CH2:52][CH:53]([CH2:55][CH:49]([CH2:50]3)[CH2:48]1)[CH2:54]2)=[O:44]. Reactant: ClC1C(C(NCC23CC4CC(CC(C4)C2)C3)=O)=CC(C2C=CC=CC=2C(OCC)=O)=NC=1.[Cl:33][C:34]1[CH:39]=[CH:38][C:37](B(O)O)=[CH:36][C:35]=1[C:43]([NH:45][CH2:46][C:47]12[CH2:56][CH:51]3[CH2:52][CH:53]([CH2:55][CH:49]([CH2:50]3)[CH2:48]1)[CH2:54]2)=[O:44].Br[C:58]1[C:59]([Cl:65])=[N:60][CH:61]=[C:62]([CH3:64])[CH:63]=1. (5) Reactant: [Br:1][C:2]1[C:3](=[O:14])[C:4]2[C:9]([C:10](=[O:13])[C:11]=1Br)=[CH:8][CH:7]=[CH:6][CH:5]=2.[NH3:15].[OH-].[NH4+]. Product: [NH2:15][C:11]1[C:10](=[O:13])[C:9]2[C:4]([C:3](=[O:14])[C:2]=1[Br:1])=[CH:5][CH:6]=[CH:7][CH:8]=2. The catalyst class is: 8. (6) Reactant: C[Si](C)(C)[N-][Si](C)(C)C.[Li+].[CH3:11][N:12]1[C:17](=[O:18])[C:16]2[N:19]=[CH:20][N:21]([C:22]([C:35]3[CH:40]=[CH:39][CH:38]=[CH:37][CH:36]=3)([C:29]3[CH:34]=[CH:33][CH:32]=[CH:31][CH:30]=3)[C:23]3[CH:28]=[CH:27][CH:26]=[CH:25][CH:24]=3)[C:15]=2[CH:14]=[N:13]1.[Cl:41]C(Cl)(Cl)C(Cl)(Cl)Cl.[Cl-].[NH4+]. Product: [Cl:41][C:20]1[N:21]([C:22]([C:23]2[CH:28]=[CH:27][CH:26]=[CH:25][CH:24]=2)([C:29]2[CH:30]=[CH:31][CH:32]=[CH:33][CH:34]=2)[C:35]2[CH:40]=[CH:39][CH:38]=[CH:37][CH:36]=2)[C:15]2[CH:14]=[N:13][N:12]([CH3:11])[C:17](=[O:18])[C:16]=2[N:19]=1. The catalyst class is: 7. (7) Reactant: [C:1]([NH:8][C@H:9]([C:18]([OH:20])=[O:19])[CH2:10][C:11]1[CH:16]=[CH:15][C:14]([F:17])=[CH:13][CH:12]=1)([O:3][C:4]([CH3:7])([CH3:6])[CH3:5])=[O:2].[CH3:21][C:22](O)([CH3:24])[CH3:23].C1CCC(N=C=NC2CCCCC2)CC1. Product: [C:22]([O:19][C:18](=[O:20])[C@@H:9]([NH:8][C:1]([O:3][C:4]([CH3:5])([CH3:7])[CH3:6])=[O:2])[CH2:10][C:11]1[CH:12]=[CH:13][C:14]([F:17])=[CH:15][CH:16]=1)([CH3:24])([CH3:23])[CH3:21]. The catalyst class is: 79. (8) Reactant: [Br:1][C:2]1[CH:18]=[CH:17][C:5]([C:6]([CH2:8][CH2:9][CH2:10][CH2:11][CH2:12][CH2:13][C:14](O)=[O:15])=[O:7])=[CH:4][CH:3]=1.[NH2:19][OH:20].Cl. Product: [OH:20][NH:19][C:14](=[O:15])[CH2:13][CH2:12][CH2:11][CH2:10][CH2:9][CH2:8][C:6](=[O:7])[C:5]1[CH:17]=[CH:18][C:2]([Br:1])=[CH:3][CH:4]=1. The catalyst class is: 66.